This data is from Full USPTO retrosynthesis dataset with 1.9M reactions from patents (1976-2016). The task is: Predict the reactants needed to synthesize the given product. (1) Given the product [Si:5]([C:6]1[C:7]([F:23])=[C:8]([N:35]2[CH2:34][CH2:33][NH:32][C@H:31]([C@:28]([O:30][Si:43]([CH3:46])([CH3:45])[CH3:44])([CH:27]([CH3:37])[CH3:26])[CH3:29])[CH2:36]2)[N:9]=[C:10]([C:13]2[C:21]3[C:16](=[N:17][CH:18]=[N:19][CH:20]=3)[NH:15][N:14]=2)[C:11]=1[F:12])([C:1]([CH3:4])([CH3:3])[CH3:2])([CH3:25])[CH3:24], predict the reactants needed to synthesize it. The reactants are: [C:1]([Si:5]([CH3:25])([CH3:24])[C:6]1[C:11]([F:12])=[C:10]([C:13]2[C:21]3[C:16](=[N:17][CH:18]=[N:19][CH:20]=3)[NH:15][N:14]=2)[N:9]=[C:8](F)[C:7]=1[F:23])([CH3:4])([CH3:3])[CH3:2].[CH3:26][CH:27]([CH3:37])[C@:28]([C@@H:31]1[CH2:36][NH:35][CH2:34][CH2:33][NH:32]1)([OH:30])[CH3:29].N1([Si:43]([CH3:46])([CH3:45])[CH3:44])C=CN=C1. (2) Given the product [CH3:1][C:2]1[C:4]2[C:9](=[CH:8][C:7]([O:11][CH3:12])=[C:6]([O:13][CH3:14])[CH:5]=2)[N:10]=[CH:24][N:26]=1, predict the reactants needed to synthesize it. The reactants are: [CH3:1][C:2]([C:4]1[C:9]([NH2:10])=[CH:8][C:7]([O:11][CH3:12])=[C:6]([O:13][CH3:14])[CH:5]=1)=O.B(F)(F)F.CCOCC.[CH:24]([NH2:26])=O. (3) The reactants are: [CH:1]1([C:5]2[CH:36]=[CH:35][C:34]([CH2:37][O:38][CH3:39])=[CH:33][C:6]=2[CH2:7][NH:8][C:9]([NH:11][C:12]2[N:16]([C:17]3[CH:22]=[CH:21][CH:20]=[CH:19][CH:18]=3)[N:15]=[C:14]([O:23][CH2:24][C@H:25]3[CH2:29][O:28]C(C)(C)[O:26]3)[C:13]=2[CH3:32])=[O:10])[CH2:4][CH2:3][CH2:2]1.Cl. Given the product [CH:1]1([C:5]2[CH:36]=[CH:35][C:34]([CH2:37][O:38][CH3:39])=[CH:33][C:6]=2[CH2:7][NH:8][C:9]([NH:11][C:12]2[N:16]([C:17]3[CH:22]=[CH:21][CH:20]=[CH:19][CH:18]=3)[N:15]=[C:14]([O:23][CH2:24][C@H:25]([OH:26])[CH2:29][OH:28])[C:13]=2[CH3:32])=[O:10])[CH2:2][CH2:3][CH2:4]1, predict the reactants needed to synthesize it. (4) Given the product [I:1][C:2]1[C:3]([O:12][CH3:13])=[CH:4][C:5]([CH:9]([CH3:11])[CH3:10])=[C:6]([CH:7]=1)[O:8][CH2:29][C:27]#[N:28], predict the reactants needed to synthesize it. The reactants are: [I:1][C:2]1[C:3]([O:12][CH3:13])=[CH:4][C:5]([CH:9]([CH3:11])[CH3:10])=[C:6]([OH:8])[CH:7]=1.CC([O-])(C)C.[K+].[O-]C1C=CC=CC=1.[C:27]([CH2:29]OS(C1C=CC(C)=CC=1)(=O)=O)#[N:28]. (5) The reactants are: [CH2:1]([O:3][C:4]([C:6]1[CH:7]=[N:8][N:9]([C:12]2[CH:17]=[CH:16][C:15]([OH:18])=[CH:14][CH:13]=2)[C:10]=1[CH3:11])=[O:5])[CH3:2].[C:19]([O:23][CH2:24][CH2:25]O)([CH3:22])([CH3:21])[CH3:20].C1(P(C2C=CC=CC=2)C2C=CC=CC=2)C=CC=CC=1.C(OC(N=NC(OC(C)C)=O)=O)(C)C. Given the product [CH2:1]([O:3][C:4]([C:6]1[CH:7]=[N:8][N:9]([C:12]2[CH:13]=[CH:14][C:15]([O:18][CH2:25][CH2:24][O:23][C:19]([CH3:22])([CH3:21])[CH3:20])=[CH:16][CH:17]=2)[C:10]=1[CH3:11])=[O:5])[CH3:2], predict the reactants needed to synthesize it.